Dataset: Reaction yield outcomes from USPTO patents with 853,638 reactions. Task: Predict the reaction yield, written as a fraction of the theoretical maximum amount of product (1.0 means a 100% yield; for example, 0.34 means a 34% yield). (1) The product is [NH:33]1[CH:37]=[CH:36][C:35]([CH2:2][CH2:3][CH2:4][N:5]2[C:14]3[C:15]4[CH:16]=[C:17]5[O:25][CH2:24][O:23][C:18]5=[CH:19][C:20]=4[C:21](=[O:22])[C:13]=3[C:12]3[C:7](=[CH:8][C:9]([O:28][CH3:29])=[C:10]([O:26][CH3:27])[CH:11]=3)[C:6]2=[O:30])=[N:34]1. The catalyst is CN(C=O)C.O. The reactants are Br[CH2:2][CH2:3][CH2:4][N:5]1[C:14]2[C:15]3[CH:16]=[C:17]4[O:25][CH2:24][O:23][C:18]4=[CH:19][C:20]=3[C:21](=[O:22])[C:13]=2[C:12]2[C:7](=[CH:8][C:9]([O:28][CH3:29])=[C:10]([O:26][CH3:27])[CH:11]=2)[C:6]1=[O:30].[H-].[Na+].[NH:33]1[CH:37]=[CH:36][CH:35]=[N:34]1. The yield is 0.576. (2) The reactants are Br[C:2]1[CH:3]=[N:4][CH:5]=[CH:6][C:7]=1[CH2:8][CH:9]1[CH2:18][CH2:17][C:16]2[C:11](=[CH:12][CH:13]=[C:14]([O:19][CH3:20])[CH:15]=2)[C:10]1=[O:21].[CH2:22]([O:24]C([Sn](CCCC)(CCCC)CCCC)=C)[CH3:23].Cl. The catalyst is C1(C)C=CC=CC=1.C1C=CC(/C=C/C(/C=C/C2C=CC=CC=2)=O)=CC=1.C1C=CC(/C=C/C(/C=C/C2C=CC=CC=2)=O)=CC=1.[Pd].C1C=CC(P(C2C=CC=CC=2)C2C=CC=CC=2)=CC=1. The product is [C:22]([C:2]1[CH:3]=[N:4][CH:5]=[CH:6][C:7]=1[CH2:8][CH:9]1[CH2:18][CH2:17][C:16]2[C:11](=[CH:12][CH:13]=[C:14]([O:19][CH3:20])[CH:15]=2)[C:10]1=[O:21])(=[O:24])[CH3:23]. The yield is 0.960.